Dataset: Drug-target binding data from BindingDB using IC50 measurements. Task: Regression. Given a target protein amino acid sequence and a drug SMILES string, predict the binding affinity score between them. We predict pIC50 (pIC50 = -log10(IC50 in M); higher means more potent). Dataset: bindingdb_ic50. (1) The small molecule is Cc1cc(O)c2c(c1)C(=O)c1c(c(O)cc(O)c1-c1c(O[C@@H]3O[C@H](CO)[C@@H](O)[C@H](O)[C@H]3O)cc(O)c3c1C(=O)c1cc(C)cc(O)c1C3=O)C2=O. The target protein (Q9Z0J5) has sequence MAAIVAALRGSSGRFRPQTRVLTRGTRGAAGAASAAGGQQNFDLLVIGGGSGGLACAKEAAQLGRKVAVADYVEPSPRGTKWGLGGTCVNVGCIPKKLMHQAALLGGMIRDAQHYGWEVAQPVQHNWKAMAEAVQNHVKSLNWGHRVQLQDRKVKYFNIKASFVNEHTVHGVDKAGKVTQLSAKHIVIATGGRPKYPTQVKGALEHGITSDDIFWLKESPGKTLVVGASYVALECAGFLTGIGLDTTVMMRSVPLRGFDQQMASLVTEHMESHGTRFLKGCVPSLIRKLPTNQLQVTWEDLASGKEDVGTFDTVLWAIGRVPETRNLNLEKAGVNTNPKNQKIIVDAQEATSVPHIYAIGDVAEGRPELTPTAIKAGKLLAQRLFGKSSTLMNYSNVPTTVFTPLEYGCVGLSEEEAVALHGQEHIEVYHAYYKPLEFTVADRDASQCYIKMVCMREPPQLVLGLHFLGPNAGEVTQGFALGIQCGASYAQVMQTVGIHP.... The pIC50 is 3.7. (2) The drug is COc1ccc(O[C@@H]2O[C@H](CO[C@]3(C(=O)O)C[C@H](O)[C@@H](NC(=O)CO)[C@H]([C@H](O)[C@H](O)CNCCCCc4ccc(-c5ccccc5)cc4)O3)[C@H](O)[C@H](O)[C@H]2O)cc1. The target protein (P20273) has sequence MHLLGPWLLLLVLEYLAFSDSSKWVFEHPETLYAWEGACVWIPCTYRALDGDLESFILFHNPEYNKNTSKFDGTRLYESTKDGKVPSEQKRVQFLGDKNKNCTLSIHPVHLNDSGQLGLRMESKTEKWMERIHLNVSERPFPPHIQLPPEIQESQEVTLTCLLNFSCYGYPIQLQWLLEGVPMRQAAVTSTSLTIKSVFTRSELKFSPQWSHHGKIVTCQLQDADGKFLSNDTVQLNVKHTPKLEIKVTPSDAIVREGDSVTMTCEVSSSNPEYTTVSWLKDGTSLKKQNTFTLNLREVTKDQSGKYCCQVSNDVGPGRSEEVFLQVQYAPEPSTVQILHSPAVEGSQVEFLCMSLANPLPTNYTWYHNGKEMQGRTEEKVHIPKILPWHAGTYSCVAENILGTGQRGPGAELDVQYPPKKVTTVIQNPMPIREGDTVTLSCNYNSSNPSVTRYEWKPHGAWEEPSLGVLKIQNVGWDNTTIACAACNSWCSWASPVALN.... The pIC50 is 5.2. (3) The drug is Cc1ccc(-c2nn(-c3ccccc3)cc2/C=N/OCc2ccccc2)cc1. The target protein (Q9JHG7) has sequence MELENYEQPVVLREDNLRRRRRMKPRSAAGSLSSMELIPIEFVLPTSQRISKTPETALLHVAGHGNVEQMKAQVWLRALETSVAAEFYHRLGPDQFLLLYQKKGQWYEIYDRYQVVQTLDCLHYWKLMHKSPGQIHVVQRHVPSEETLAFQKQLTSLIGYDVTDISNVHDDELEFTRRRLVTPRMAEVAGRDAKLYAMHPWVTSKPLPDYLSKKIANNCIFIVIHRGTTSQTIKVSADDTPGTILQSFFTKMAKKKSLMNISESQSEQDFVLRVCGRDEYLVGETPLKNFQWVRQCLKNGDEIHLVLDTPPDPALDEVRKEEWPLVDDCTGVTGYHEQLTIHGKDHESVFTVSLWDCDRKFRVKIRGIDIPVLPRNTDLTVFVEANIQHGQQVLCQRRTSPKPFAEEVLWNVWLEFGIKIKDLPKGALLNLQIYCCKTPSLSSKASAETPGSESKGKAQLLYYVNLLLIDHRFLLRHGDYVLHMWQISGKAEEQGSFNAD.... The pIC50 is 4.4.